From a dataset of Reaction yield outcomes from USPTO patents with 853,638 reactions. Predict the reaction yield, written as a fraction of the theoretical maximum amount of product (1.0 means a 100% yield; for example, 0.34 means a 34% yield). (1) The reactants are [NH2:1][C:2]1[CH:23]=[CH:22][C:5]([O:6][C:7]2[CH:16]=[CH:15][N:14]=[C:13]3[C:8]=2[C:9]2[CH:21]=[CH:20][CH:19]=[CH:18][C:10]=2[C:11](=[O:17])[NH:12]3)=[CH:4][C:3]=1[F:24].[F:25][C:26]1[CH:31]=[CH:30][C:29]([N:32]2[CH:37]=[CH:36][CH:35]=[C:34]([C:38](O)=[O:39])[C:33]2=[O:41])=[CH:28][CH:27]=1. No catalyst specified. The product is [F:24][C:3]1[CH:4]=[C:5]([O:6][C:7]2[CH:16]=[CH:15][N:14]=[C:13]3[C:8]=2[C:9]2[CH:21]=[CH:20][CH:19]=[CH:18][C:10]=2[C:11](=[O:17])[NH:12]3)[CH:22]=[CH:23][C:2]=1[NH:1][C:38]([C:34]1[C:33](=[O:41])[N:32]([C:29]2[CH:28]=[CH:27][C:26]([F:25])=[CH:31][CH:30]=2)[CH:37]=[CH:36][CH:35]=1)=[O:39]. The yield is 0.780. (2) The reactants are [C:1]1([CH2:7][C:8]([O:10]CC)=O)[CH:6]=[CH:5][CH:4]=[CH:3][CH:2]=1.[CH3:13][C:14]([CH3:16])=[O:15].Cl. The catalyst is CCOCC. The product is [C:1]1([CH2:7][C:8](=[O:10])[CH2:13][C:14](=[O:15])[CH3:16])[CH:2]=[CH:3][CH:4]=[CH:5][CH:6]=1. The yield is 0.440.